Task: Regression/Classification. Given a drug SMILES string, predict its absorption, distribution, metabolism, or excretion properties. Task type varies by dataset: regression for continuous measurements (e.g., permeability, clearance, half-life) or binary classification for categorical outcomes (e.g., BBB penetration, CYP inhibition). For this dataset (solubility_aqsoldb), we predict Y.. Dataset: Aqueous solubility values for 9,982 compounds from the AqSolDB database (1) The molecule is CCCCCCCCCCCCCC[N+](C)(C)Cc1ccccc1.[Cl-]. The Y is -0.953 log mol/L. (2) The molecule is CC12CCC(=O)C=C1CCC1C3CCC(O)(C(=O)CO)C3(C)CC(O)C12F. The Y is -3.43 log mol/L. (3) The compound is Nc1ncc2[nH]cnc2n1. The Y is -1.21 log mol/L. (4) The compound is O=C(/C=C/c1ccccc1)OCCc1ccccc1. The Y is -5.40 log mol/L. (5) The drug is CCOc1ccc2nc(S(N)(=O)=O)sc2c1. The Y is -4.03 log mol/L. (6) The drug is CBr. The Y is -0.796 log mol/L.